The task is: Predict the reactants needed to synthesize the given product.. This data is from Full USPTO retrosynthesis dataset with 1.9M reactions from patents (1976-2016). (1) Given the product [NH2:12][C:9]1[CH:10]=[CH:11][C:2]([Br:1])=[C:3]([CH:8]=1)[C:4]([O:6][CH3:7])=[O:5], predict the reactants needed to synthesize it. The reactants are: [Br:1][C:2]1[CH:11]=[CH:10][C:9]([N+:12]([O-])=O)=[CH:8][C:3]=1[C:4]([O:6][CH3:7])=[O:5].[Sn](Cl)Cl.C(OCC)(=O)C.[OH-].[Na+]. (2) Given the product [N+:7]([C:6]1[CH:5]=[CH:4][C:3]([O:10][CH2:12][CH2:13][OH:14])=[CH:2][CH:1]=1)([O-:9])=[O:8], predict the reactants needed to synthesize it. The reactants are: [CH:1]1[C:6]([N+:7]([O-:9])=[O:8])=[CH:5][CH:4]=[C:3]([OH:10])[CH:2]=1.Cl[CH2:12][CH2:13][O:14][Si](C)(C)C.C(=O)([O-])[O-].[K+].[K+].[I-].[Na+]. (3) The reactants are: [CH:1]1[C:13]2[C:12]3[CH2:11][CH2:10][N:9]([C:14]([NH:16][C:17]4[CH:18]=[C:19]([CH:23]=[CH:24][CH:25]=4)[C:20]([OH:22])=O)=[O:15])[CH2:8][C:7]=3[CH:6]=[N:5][C:4]=2[NH:3][N:2]=1.[NH:26]1[CH2:31][CH2:30][CH:29]([N:32]2[C:36]3[CH:37]=[CH:38][CH:39]=[CH:40][C:35]=3[NH:34][C:33]2=[O:41])[CH2:28][CH2:27]1.CCN(C(C)C)C(C)C.CN(C(ON1N=NC2C=CC=CC1=2)=[N+](C)C)C.F[P-](F)(F)(F)(F)F.C([O-])(O)=O.[Na+]. Given the product [O:41]=[C:33]1[N:32]([CH:29]2[CH2:28][CH2:27][N:26]([C:20]([C:19]3[CH:18]=[C:17]([NH:16][C:14]([N:9]4[CH2:8][C:7]5[CH:6]=[N:5][C:4]6[NH:3][N:2]=[CH:1][C:13]=6[C:12]=5[CH2:11][CH2:10]4)=[O:15])[CH:25]=[CH:24][CH:23]=3)=[O:22])[CH2:31][CH2:30]2)[C:36]2[CH:37]=[CH:38][CH:39]=[CH:40][C:35]=2[NH:34]1, predict the reactants needed to synthesize it. (4) Given the product [C:14]1([C:6]2[C:7]3[CH:13]=[CH:12][CH:11]=[CH:10][C:8]=3[S:9][C:5]=2[CH2:4][NH2:1])[CH:15]=[CH:16][CH:17]=[CH:18][CH:19]=1, predict the reactants needed to synthesize it. The reactants are: [N:1]([CH2:4][C:5]1[S:9][C:8]2[CH:10]=[CH:11][CH:12]=[CH:13][C:7]=2[C:6]=1[C:14]1[CH:19]=[CH:18][CH:17]=[CH:16][CH:15]=1)=[N+]=[N-].C1(P(C2C=CC=CC=2)C2C=CC=CC=2)C=CC=CC=1. (5) Given the product [F:12][C:9]1[CH:7]=[C:14]2[C:19](=[CH:4][CH:5]=1)[NH:18][C:16](=[O:17])[CH2:15]2, predict the reactants needed to synthesize it. The reactants are: NC1S[CH:4]=[CH:5]N=1.[C:7](O)([C:9]([F:12])(F)F)=O.[CH2:14]1[C:19](=O)[N:18](I)[C:16](=[O:17])[CH2:15]1. (6) The reactants are: [Br:1][C:2]1[C:3](F)=[C:4]2[C:10]([NH:11][C:12](=[O:17])[CH2:13][CH2:14][O:15][CH3:16])=[CH:9][NH:8][C:5]2=[N:6][CH:7]=1.[NH:19]1[CH2:24][CH2:23][CH2:22][C@@H:21]([NH:25][C:26](=[O:32])[O:27][C:28]([CH3:31])([CH3:30])[CH3:29])[CH2:20]1. Given the product [Br:1][C:2]1[C:3]([N:19]2[CH2:24][CH2:23][CH2:22][C@@H:21]([NH:25][C:26](=[O:32])[O:27][C:28]([CH3:30])([CH3:29])[CH3:31])[CH2:20]2)=[C:4]2[C:10]([NH:11][C:12](=[O:17])[CH2:13][CH2:14][O:15][CH3:16])=[CH:9][NH:8][C:5]2=[N:6][CH:7]=1, predict the reactants needed to synthesize it. (7) The reactants are: [I-].[CH:2]([P+](C1C=CC=CC=1)(C1C=CC=CC=1)C1C=CC=CC=1)([CH3:4])[CH3:3].[Br:24][C:25]1[CH:37]=[CH:36][C:28](/[CH:29]=[CH:30]/[C:31]([O:33][CH2:34][CH3:35])=[O:32])=[CH:27][CH:26]=1. Given the product [CH2:34]([O:33][C:31]([C@H:30]1[C@H:29]([C:28]2[CH:27]=[CH:26][C:25]([Br:24])=[CH:37][CH:36]=2)[C:2]1([CH3:4])[CH3:3])=[O:32])[CH3:35], predict the reactants needed to synthesize it. (8) Given the product [Br:1][C:2]1[CH:7]=[CH:6][C:5]([C@@H:8]([O:13][C:14]2[N:19]=[C:18]([CH3:20])[N:17]=[C:16]([N:21]3[CH2:22][CH2:23][C:24]4([CH2:28][NH:27][C@H:26]([C:29]([OH:31])=[O:30])[CH2:25]4)[CH2:34][CH2:35]3)[CH:15]=2)[C:9]([F:10])([F:11])[F:12])=[C:4]([N:36]2[CH:40]=[CH:39][C:38]([CH3:41])=[N:37]2)[CH:3]=1, predict the reactants needed to synthesize it. The reactants are: [Br:1][C:2]1[CH:7]=[CH:6][C:5]([C@@H:8]([O:13][C:14]2[N:19]=[C:18]([CH3:20])[N:17]=[C:16]([N:21]3[CH2:35][CH2:34][C:24]4([CH2:28][NH:27][C@H:26]([C:29]([O:31]CC)=[O:30])[CH2:25]4)[CH2:23][CH2:22]3)[CH:15]=2)[C:9]([F:12])([F:11])[F:10])=[C:4]([N:36]2[CH:40]=[CH:39][C:38]([CH3:41])=[N:37]2)[CH:3]=1.[Li+].[OH-]. (9) Given the product [Cl:1][C:2]1[CH:7]=[CH:6][C:5]([C:8]2[N:9]=[C:10]3[N:14]([C:15]=2[CH2:16][OH:17])[CH:13]=[C:12]([C:18]([O-:20])=[O:19])[S:11]3)=[CH:4][CH:3]=1.[Na+:23], predict the reactants needed to synthesize it. The reactants are: [Cl:1][C:2]1[CH:7]=[CH:6][C:5]([C:8]2[N:9]=[C:10]3[N:14]([C:15]=2[CH2:16][OH:17])[CH:13]=[C:12]([C:18]([O:20]C)=[O:19])[S:11]3)=[CH:4][CH:3]=1.[OH-].[Na+:23]. (10) Given the product [CH2:27]([O:26][C:24]([N:1]1[CH2:2][CH:3]=[C:4]([C:7]2[C:15]3[C:10](=[CH:11][CH:12]=[CH:13][CH:14]=3)[NH:9][CH:8]=2)[CH2:5][CH2:6]1)=[O:25])[CH3:28], predict the reactants needed to synthesize it. The reactants are: [NH:1]1[CH2:6][CH:5]=[C:4]([C:7]2[C:15]3[C:10](=[CH:11][CH:12]=[CH:13][CH:14]=3)[NH:9][CH:8]=2)[CH2:3][CH2:2]1.C(N(CC)CC)C.Cl[C:24]([O:26][CH2:27][CH3:28])=[O:25].O.